Dataset: Catalyst prediction with 721,799 reactions and 888 catalyst types from USPTO. Task: Predict which catalyst facilitates the given reaction. Reactant: [N:1]1[CH:6]=[CH:5][CH:4]=[C:3]([CH2:7][C@H:8]2[C@H:13]([NH:14][C:15]([C:17]3[O:18][C:19]4[CH:25]=[CH:24][CH:23]=[CH:22][C:20]=4[CH:21]=3)=[O:16])[CH:12]3[CH2:26][CH2:27][N:9]2[CH2:10][CH2:11]3)[CH:2]=1.ClCCl.[C:31]1([CH3:41])[CH:36]=[CH:35][C:34]([S:37]([OH:40])(=[O:39])=[O:38])=[CH:33][CH:32]=1.C(OC(C)C)(=O)C. Product: [C:31]1([CH3:41])[CH:32]=[CH:33][C:34]([S:37]([OH:40])(=[O:38])=[O:39])=[CH:35][CH:36]=1.[N:1]1[CH:6]=[CH:5][CH:4]=[C:3]([CH2:7][C@H:8]2[C@H:13]([NH:14][C:15]([C:17]3[O:18][C:19]4[CH:25]=[CH:24][CH:23]=[CH:22][C:20]=4[CH:21]=3)=[O:16])[CH:12]3[CH2:26][CH2:27][N:9]2[CH2:10][CH2:11]3)[CH:2]=1. The catalyst class is: 6.